This data is from Reaction yield outcomes from USPTO patents with 853,638 reactions. The task is: Predict the reaction yield, written as a fraction of the theoretical maximum amount of product (1.0 means a 100% yield; for example, 0.34 means a 34% yield). (1) The reactants are Cl[S:2]([N:5]=[C:6]=[O:7])(=[O:4])=[O:3].[O:8]([C:15]1[CH:21]=[CH:20][CH:19]=[CH:18][C:16]=1[NH2:17])[C:9]1[CH:14]=[CH:13][CH:12]=[CH:11][CH:10]=1.CCN(C(C)C)C(C)C.[NH2:31][C:32]1[S:33][CH:34]=[CH:35][N:36]=1. The catalyst is O1CCCC1. The product is [O:8]([C:15]1[CH:21]=[CH:20][CH:19]=[CH:18][C:16]=1[NH:17][S:2]([NH:5][C:6]([NH:31][C:32]1[S:33][CH:34]=[CH:35][N:36]=1)=[O:7])(=[O:4])=[O:3])[C:9]1[CH:10]=[CH:11][CH:12]=[CH:13][CH:14]=1. The yield is 0.660. (2) The reactants are [NH:1]1[CH2:6][CH2:5][CH:4]([NH:7][C:8](=[O:14])[O:9][C:10]([CH3:13])([CH3:12])[CH3:11])[CH2:3][CH2:2]1.C([O-])([O-])=O.[K+].[K+].Br[CH2:22][CH2:23][OH:24]. The catalyst is CO. The product is [OH:24][CH2:23][CH2:22][N:1]1[CH2:2][CH2:3][CH:4]([NH:7][C:8](=[O:14])[O:9][C:10]([CH3:11])([CH3:13])[CH3:12])[CH2:5][CH2:6]1. The yield is 0.610. (3) The reactants are [CH3:1][O:2][C:3]1[CH:8]=[CH:7][C:6]([N:9]2[C:17](=[O:18])[C:16]3[C@@H:15]4[C:19]([CH3:21])([CH3:20])[C@@:12]([CH3:22])([CH2:13][CH2:14]4)[C:11]=3[NH:10]2)=[CH:5][CH:4]=1.I[CH2:24][CH3:25]. The catalyst is CN(C)C=O.ClCCl. The product is [CH2:24]([N:10]1[C:11]2[C@@:12]3([CH3:22])[C:19]([CH3:21])([CH3:20])[C@H:15]([CH2:14][CH2:13]3)[C:16]=2[C:17](=[O:18])[N:9]1[C:6]1[CH:5]=[CH:4][C:3]([O:2][CH3:1])=[CH:8][CH:7]=1)[CH3:25]. The yield is 0.460. (4) The reactants are [Br:1][C:2]1[CH:7]=[CH:6][C:5]([NH2:8])=[C:4](I)[CH:3]=1.[C:10]1(B2OC(C)(C)C(C)(C)O2)[CH2:15][CH2:14][CH2:13][CH2:12][CH:11]=1.C([O-])([O-])=O.[Na+].[Na+].CCOC(C)=O. The catalyst is O1CCOCC1.C1C=CC([P]([Pd]([P](C2C=CC=CC=2)(C2C=CC=CC=2)C2C=CC=CC=2)([P](C2C=CC=CC=2)(C2C=CC=CC=2)C2C=CC=CC=2)[P](C2C=CC=CC=2)(C2C=CC=CC=2)C2C=CC=CC=2)(C2C=CC=CC=2)C2C=CC=CC=2)=CC=1. The product is [Br:1][C:2]1[CH:7]=[CH:6][C:5]([NH2:8])=[C:4]([C:10]2[CH2:15][CH2:14][CH2:13][CH2:12][CH:11]=2)[CH:3]=1. The yield is 0.870. (5) The reactants are [NH2:1][C:2](=[O:9])[CH2:3][C@H:4]([OH:8])[C:5]([OH:7])=O.Cl.[Cl:11][C:12]1[CH:13]=[C:14]2[C:18](=[CH:19][CH:20]=1)[NH:17][C:16]([C:21]([NH:23][C@@H:24]1[CH2:32][C:31]3[C:26](=[CH:27][CH:28]=[CH:29][CH:30]=3)[C@H:25]1[NH:33][CH3:34])=[O:22])=[CH:15]2.C1C=CC2N(O)N=NC=2C=1.C(N(CC)CC)C.CCN=C=NCCCN(C)C. The catalyst is CN(C=O)C. The product is [Cl:11][C:12]1[CH:13]=[C:14]2[C:18](=[CH:19][CH:20]=1)[NH:17][C:16]([C:21]([NH:23][C@@H:24]1[CH2:32][C:31]3[C:26](=[CH:27][CH:28]=[CH:29][CH:30]=3)[C@H:25]1[N:33]([CH3:34])[C:5](=[O:7])[C@@H:4]([OH:8])[CH2:3][C:2]([NH2:1])=[O:9])=[O:22])=[CH:15]2. The yield is 0.110. (6) The reactants are Br[C:2]1[CH:10]=[C:9]2[C:5]([CH:6]=[CH:7][NH:8]2)=[CH:4][CH:3]=1.[C:11]1(B(O)O)[CH:16]=[CH:15][CH:14]=[CH:13][CH:12]=1.C([O-])(O)=O.[Na+]. The catalyst is C1(C)C=CC=CC=1.CCO.[Cl-].[Na+].O. The product is [C:11]1([C:2]2[CH:10]=[C:9]3[C:5]([CH:6]=[CH:7][NH:8]3)=[CH:4][CH:3]=2)[CH:16]=[CH:15][CH:14]=[CH:13][CH:12]=1. The yield is 0.450. (7) The product is [OH:29][NH:28][C:18]([C@@H:9]([NH:8][C:6]([O:5][C:2]([CH3:4])([CH3:3])[CH3:1])=[O:7])[CH2:10][CH2:11][C:12]1[CH:17]=[CH:16][CH:15]=[CH:14][CH:13]=1)=[O:20]. The catalyst is CCOCC.CO.C(Cl)Cl.CO. The yield is 0.499. The reactants are [CH3:1][C:2]([O:5][C:6]([NH:8][C@H:9]([C:18]([OH:20])=O)[CH2:10][CH2:11][C:12]1[CH:17]=[CH:16][CH:15]=[CH:14][CH:13]=1)=[O:7])([CH3:4])[CH3:3].C[Si](C=[N+]=[N-])(C)C.[NH2:28][OH:29].Cl.[OH-].[K+].Cl. (8) The reactants are [C:1]([N:4]([C@H:16]1[C:25]2[C:20](=[CH:21][CH:22]=[CH:23][CH:24]=2)[N:19]([C:26](=[O:35])[C:27]2[CH:32]=[CH:31][C:30]([O:33][CH3:34])=[CH:29][CH:28]=2)[C@@H:18]([CH3:36])[CH2:17]1)[C:5]1[CH:10]=[CH:9][C:8]([CH2:11][CH2:12][C:13](O)=[O:14])=[CH:7][CH:6]=1)(=[O:3])[CH3:2].C([N:40](C1C2C(=CC=CC=2)N(C(=O)C2C=CC(OC)=CC=2)C(C)C1)C1C=CC(CCC(O)=O)=CC=1)(=O)C.CN(C(ON1N=NC2C=CC=NC1=2)=[N+](C)C)C.F[P-](F)(F)(F)(F)F.C1C=CC2N(O)N=NC=2C=1.[NH4+].[Cl-].CCN(C(C)C)C(C)C. The catalyst is CN(C)C=O. The product is [C:1]([N:4]([C@H:16]1[C:25]2[C:20](=[CH:21][CH:22]=[CH:23][CH:24]=2)[N:19]([C:26](=[O:35])[C:27]2[CH:28]=[CH:29][C:30]([O:33][CH3:34])=[CH:31][CH:32]=2)[C@@H:18]([CH3:36])[CH2:17]1)[C:5]1[CH:10]=[CH:9][C:8]([CH2:11][CH2:12][C:13]([NH2:40])=[O:14])=[CH:7][CH:6]=1)(=[O:3])[CH3:2]. The yield is 0.820.